The task is: Predict which catalyst facilitates the given reaction.. This data is from Catalyst prediction with 721,799 reactions and 888 catalyst types from USPTO. (1) Reactant: [N:1]([CH:4]1[C:13]2[C:8](=[CH:9][CH:10]=[C:11]([O:14][CH3:15])[CH:12]=2)[C:7](=[O:16])[C:6]([CH3:18])([CH3:17])[CH2:5]1)=[N+]=[N-].[H][H]. Product: [NH2:1][CH:4]1[C:13]2[C:8](=[CH:9][CH:10]=[C:11]([O:14][CH3:15])[CH:12]=2)[C:7](=[O:16])[C:6]([CH3:18])([CH3:17])[CH2:5]1. The catalyst class is: 50. (2) Reactant: [N:1]1([C:7]2[N:15]=[C:14]3[C:10]([N:11]=[CH:12][N:13]3[CH:16]3[CH2:20][CH2:19][NH:18][CH2:17]3)=[C:9]([C:21]3[CH:22]=[N:23][C:24]([NH2:27])=[N:25][CH:26]=3)[N:8]=2)[CH2:6][CH2:5][O:4][CH2:3][CH2:2]1.[CH3:28][C:29]1[S:33][C:32]([C:34](O)=[O:35])=[CH:31][CH:30]=1.C(Cl)CCl.C1C=CC2N(O)N=NC=2C=1.C(N(C(C)C)CC)(C)C.C([O-])(O)=O.[Na+]. Product: [NH2:27][C:24]1[N:23]=[CH:22][C:21]([C:9]2[N:8]=[C:7]([N:1]3[CH2:2][CH2:3][O:4][CH2:5][CH2:6]3)[N:15]=[C:14]3[C:10]=2[N:11]=[CH:12][N:13]3[CH:16]2[CH2:20][CH2:19][N:18]([C:34]([C:32]3[S:33][C:29]([CH3:28])=[CH:30][CH:31]=3)=[O:35])[CH2:17]2)=[CH:26][N:25]=1. The catalyst class is: 3. (3) Reactant: O[CH2:2][N:3]1[CH2:7][CH2:6][CH2:5][C:4]1=[O:8].S(=O)(=O)(O)O.[Cl:14][CH:15]=[CH:16]Cl.C([O-])([O-])=[O:19].[K+].[K+]. Product: [Cl:14][CH:15]([CH2:2][N:3]1[CH2:7][CH2:6][CH2:5][C:4]1=[O:8])[CH:16]=[O:19]. The catalyst class is: 6. (4) Reactant: [Cl:1][C:2]1[CH:3]=[C:4]([CH:24]=[CH:25][CH:26]=1)[CH2:5][N:6]1[C:10]2[CH:11]=[CH:12][C:13]3[N:14]([C:15]([CH3:18])=[N:16][N:17]=3)[C:9]=2[CH:8]=[C:7]1[C:19]1[NH:23][N:22]=[CH:21][CH:20]=1.C([O-])([O-])=O.[Cs+].[Cs+].CS(O[CH:38]1[CH2:41][N:40](C(OC(C)(C)C)=O)[CH2:39]1)(=O)=O.Cl.O1CCOCC1. Product: [NH:40]1[CH2:41][CH:38]([N:22]2[CH:21]=[CH:20][C:19]([C:7]3[N:6]([CH2:5][C:4]4[CH:24]=[CH:25][CH:26]=[C:2]([Cl:1])[CH:3]=4)[C:10]4[CH:11]=[CH:12][C:13]5[N:14]([C:15]([CH3:18])=[N:16][N:17]=5)[C:9]=4[CH:8]=3)=[N:23]2)[CH2:39]1. The catalyst class is: 18. (5) Reactant: [CH3:1][NH:2][C@@H:3]1[C:8]2[CH:9]=[CH:10][CH:11]=[CH:12][C:7]=2[C@H:6]([C:13]2[CH:14]=[CH:15][C:16]([Cl:20])=[C:17]([Cl:19])[CH:18]=2)[CH2:5][CH2:4]1. Product: [CH3:1][NH:2][C@@H:3]1[C:8]2[CH:9]=[CH:10][CH:11]=[CH:12][C:7]=2[C@H:6]([C:13]2[CH:14]=[CH:15][C:16]([Cl:20])=[C:17]([Cl:19])[CH:18]=2)[CH2:5][CH2:4]1.[ClH:19]. The catalyst class is: 8. (6) Reactant: [CH:1]1([N:6]2[C:11]3[N:12]=[C:13](S(C)=O)[N:14]=[CH:15][C:10]=3[CH:9]=[C:8]([CH2:19][C:20]3[O:21][C:22]([CH3:25])=[N:23][N:24]=3)[C:7]2=[O:26])[CH2:5][CH2:4][CH2:3][CH2:2]1.[C:27]([O:31][C:32]([N:34]1[CH2:39][CH2:38][N:37]([C:40]2[CH:45]=[CH:44][C:43]([NH2:46])=[CH:42][CH:41]=2)[CH2:36][CH2:35]1)=[O:33])([CH3:30])([CH3:29])[CH3:28].C1(=O)OC(=O)CC1.NC1C=CC=CC=1. Product: [C:27]([O:31][C:32]([N:34]1[CH2:39][CH2:38][N:37]([C:40]2[CH:41]=[CH:42][C:43]([NH:46][C:13]3[N:14]=[CH:15][C:10]4[CH:9]=[C:8]([CH2:19][C:20]5[O:21][C:22]([CH3:25])=[N:23][N:24]=5)[C:7](=[O:26])[N:6]([CH:1]5[CH2:5][CH2:4][CH2:3][CH2:2]5)[C:11]=4[N:12]=3)=[CH:44][CH:45]=2)[CH2:36][CH2:35]1)=[O:33])([CH3:30])([CH3:28])[CH3:29]. The catalyst class is: 16. (7) Reactant: CC[Mg+].[Br-].Br[C:6]1[N:10]([CH3:11])[CH:9]=[N:8][CH:7]=1.CON(C)[C:15](=[O:26])[C:16]1[CH:21]=[CH:20][C:19]([N+:22]([O-:24])=[O:23])=[C:18]([CH3:25])[CH:17]=1. Product: [CH3:11][N:10]1[C:6]([C:15]([C:16]2[CH:21]=[CH:20][C:19]([N+:22]([O-:24])=[O:23])=[C:18]([CH3:25])[CH:17]=2)=[O:26])=[CH:7][N:8]=[CH:9]1. The catalyst class is: 2.